This data is from Catalyst prediction with 721,799 reactions and 888 catalyst types from USPTO. The task is: Predict which catalyst facilitates the given reaction. (1) Reactant: [NH2:1][C:2]1[CH:11]=[CH:10][C:5]([C:6]([O:8][CH3:9])=[O:7])=[CH:4][C:3]=1[CH3:12].[N:13]([O-])=O.[Na+].O.O.[Sn](Cl)Cl.[OH-].[Na+]. Product: [NH:1]([C:2]1[CH:11]=[CH:10][C:5]([C:6]([O:8][CH3:9])=[O:7])=[CH:4][C:3]=1[CH3:12])[NH2:13]. The catalyst class is: 223. (2) Reactant: [CH2:1]([OH:19])[CH2:2][CH2:3][CH2:4][CH2:5][CH2:6][CH2:7][CH2:8][CH2:9][CH2:10][CH2:11][CH2:12][CH2:13][CH2:14][CH2:15][CH2:16][CH2:17][CH3:18].[Cr](Cl)([O-])(=O)=O.[NH+]1C=CC=CC=1.CCCCCCC. Product: [CH:1](=[O:19])[CH2:2][CH2:3][CH2:4][CH2:5][CH2:6][CH2:7][CH2:8][CH2:9][CH2:10][CH2:11][CH2:12][CH2:13][CH2:14][CH2:15][CH2:16][CH2:17][CH3:18]. The catalyst class is: 4. (3) Reactant: [F:1][C:2]1[C:10]2[C:5](=[CH:6][CH:7]=[C:8]([CH:11]3[CH2:16][CH2:15][N:14]([CH2:17][CH2:18][N:19](C)[C:20](=O)OC(C)(C)C)[CH2:13][CH2:12]3)[CH:9]=2)[NH:4][C:3]=1[C:28]1[CH:33]=[C:32]([F:34])[CH:31]=[CH:30][C:29]=1[O:35][CH3:36].C(O)(C(F)(F)F)=O. Product: [F:1][C:2]1[C:10]2[C:5](=[CH:6][CH:7]=[C:8]([CH:11]3[CH2:16][CH2:15][N:14]([CH2:17][CH2:18][NH:19][CH3:20])[CH2:13][CH2:12]3)[CH:9]=2)[NH:4][C:3]=1[C:28]1[CH:33]=[C:32]([F:34])[CH:31]=[CH:30][C:29]=1[O:35][CH3:36]. The catalyst class is: 68. (4) Reactant: [N:1]([C:38]([CH2:40][O:41][CH2:42][C:43]([OH:45])=O)=[O:39])([CH2:20][CH2:21][CH2:22][CH2:23][CH2:24][CH2:25][CH2:26][CH2:27][CH2:28][CH2:29][CH2:30][CH2:31][CH2:32][CH2:33][CH2:34][CH2:35][CH2:36][CH3:37])[CH2:2][CH2:3][CH2:4][CH2:5][CH2:6][CH2:7][CH2:8][CH2:9][CH2:10][CH2:11][CH2:12][CH2:13][CH2:14][CH2:15][CH2:16][CH2:17][CH2:18][CH3:19].C(Cl)Cl.[NH2:49][CH2:50][C:51]([NH:53][CH2:54][C:55]([NH:57][CH2:58][C:59]([O:61][CH2:62][C:63]1[CH:68]=[CH:67][CH:66]=[CH:65][CH:64]=1)=[O:60])=[O:56])=[O:52].CC1C=CC(S(O)(=O)=O)=CC=1. Product: [N:1]([C:38]([CH2:40][O:41][CH2:42][C:43]([NH:49][CH2:50][C:51]([NH:53][CH2:54][C:55]([NH:57][CH2:58][C:59]([O:61][CH2:62][C:63]1[CH:64]=[CH:65][CH:66]=[CH:67][CH:68]=1)=[O:60])=[O:56])=[O:52])=[O:45])=[O:39])([CH2:2][CH2:3][CH2:4][CH2:5][CH2:6][CH2:7][CH2:8][CH2:9][CH2:10][CH2:11][CH2:12][CH2:13][CH2:14][CH2:15][CH2:16][CH2:17][CH2:18][CH3:19])[CH2:20][CH2:21][CH2:22][CH2:23][CH2:24][CH2:25][CH2:26][CH2:27][CH2:28][CH2:29][CH2:30][CH2:31][CH2:32][CH2:33][CH2:34][CH2:35][CH2:36][CH3:37]. The catalyst class is: 424. (5) Reactant: [NH2:1][C:2]1[N:7]=[CH:6][NH:5][C:4](=[O:8])[CH:3]=1.C1CCN2C(=NCCC2)CC1.[Cl:20][C:21]1[C:26]([Cl:27])=[C:25]([N+:28]([O-:30])=[O:29])[CH:24]=[CH:23][C:22]=1F.C(O)(C(F)(F)F)=O. Product: [Cl:20][C:21]1[C:26]([Cl:27])=[C:25]([N+:28]([O-:30])=[O:29])[CH:24]=[CH:23][C:22]=1[O:8][C:4]1[N:5]=[CH:6][N:7]=[C:2]([NH2:1])[CH:3]=1. The catalyst class is: 376. (6) Reactant: C(=O)([O-])[O-].[K+].[K+].C1OCCOCCOCCOCCOCCOC1.Br[CH2:26][CH:27]1[CH2:29][CH2:28]1.[C:30]([C:32]1[C@@H:37]([C:38]2[CH:43]=[CH:42][C:41]([C:44]#[N:45])=[CH:40][CH:39]=2)[N:36]2[N:46]=[C:47]([NH:49][C:50](=[O:59])[O:51][CH2:52][C:53]3[CH:58]=[CH:57][CH:56]=[CH:55][CH:54]=3)[N:48]=[C:35]2[N:34]([C:60]2[CH:65]=[CH:64][CH:63]=[C:62]([C:66]([F:69])([F:68])[F:67])[CH:61]=2)[C:33]=1[CH3:70])#[N:31]. Product: [C:30]([C:32]1[C@@H:37]([C:38]2[CH:43]=[CH:42][C:41]([C:44]#[N:45])=[CH:40][CH:39]=2)[N:36]2[N:46]=[C:47]([N:49]([CH2:26][CH:27]3[CH2:29][CH2:28]3)[C:50](=[O:59])[O:51][CH2:52][C:53]3[CH:58]=[CH:57][CH:56]=[CH:55][CH:54]=3)[N:48]=[C:35]2[N:34]([C:60]2[CH:65]=[CH:64][CH:63]=[C:62]([C:66]([F:69])([F:68])[F:67])[CH:61]=2)[C:33]=1[CH3:70])#[N:31]. The catalyst class is: 3. (7) Reactant: [N-:1]=[N+:2]=[N-:3].[Na+].[CH2:5]([N:12]1[C:17](=[O:18])[C:16]2[CH:19]=[CH:20][N:21]=[CH:22][C:15]=2[N:14]=[C:13]1[CH:23](Br)[CH:24]([CH3:26])[CH3:25])[C:6]1[CH:11]=[CH:10][CH:9]=[CH:8][CH:7]=1.CCOCC. Product: [N:1]([CH:23]([C:13]1[N:12]([CH2:5][C:6]2[CH:11]=[CH:10][CH:9]=[CH:8][CH:7]=2)[C:17](=[O:18])[C:16]2[CH:19]=[CH:20][N:21]=[CH:22][C:15]=2[N:14]=1)[CH:24]([CH3:26])[CH3:25])=[N+:2]=[N-:3]. The catalyst class is: 3.